From a dataset of Full USPTO retrosynthesis dataset with 1.9M reactions from patents (1976-2016). Predict the reactants needed to synthesize the given product. (1) Given the product [CH2:9]([O:8][C:6]1[CH:5]=[C:4]([N:11]2[CH2:15][CH2:14][CH2:13][CH2:12]2)[CH:3]=[C:2]([B:16]2[O:20][C:19]([CH3:22])([CH3:21])[C:18]([CH3:24])([CH3:23])[O:17]2)[CH:7]=1)[CH3:10], predict the reactants needed to synthesize it. The reactants are: Br[C:2]1[CH:3]=[C:4]([N:11]2[CH2:15][CH2:14][CH2:13][CH2:12]2)[CH:5]=[C:6]([O:8][CH2:9][CH3:10])[CH:7]=1.[B:16]1([B:16]2[O:20][C:19]([CH3:22])([CH3:21])[C:18]([CH3:24])([CH3:23])[O:17]2)[O:20][C:19]([CH3:22])([CH3:21])[C:18]([CH3:24])([CH3:23])[O:17]1.CC([O-])=O.[K+]. (2) The reactants are: [CH2:1]([O:8][C:9]1[C:10](=[O:16])[NH:11][C:12]([I:15])=[CH:13][CH:14]=1)[C:2]1[CH:7]=[CH:6][CH:5]=[CH:4][CH:3]=1.[C:17](=O)([O-])[O-].[K+].[K+].IC. Given the product [CH2:1]([O:8][C:9]1[C:10](=[O:16])[N:11]([CH3:17])[C:12]([I:15])=[CH:13][CH:14]=1)[C:2]1[CH:3]=[CH:4][CH:5]=[CH:6][CH:7]=1, predict the reactants needed to synthesize it. (3) Given the product [CH3:1][C@@H:2]1[CH2:13][CH2:12][CH2:11][CH2:10][CH2:9][C:8](=[O:14])[O:7][CH2:6][C@@H:5]2[CH2:15][CH2:16][CH2:17][N:4]2[C:3]1=[O:18], predict the reactants needed to synthesize it. The reactants are: [CH3:1][C@@H:2]1[CH2:13][CH:12]=[CH:11][CH2:10][CH2:9][C:8](=[O:14])[O:7][CH2:6][C@@H:5]2[CH2:15][CH2:16][CH2:17][N:4]2[C:3]1=[O:18]. (4) Given the product [N:1]1[CH:2]=[CH:3][C:4]([C:7]2[O:11][C:10]([S:12][CH2:14][CH2:15][N:16]3[CH2:17][CH2:18][N:19]([C:22]4[CH:27]=[CH:26][CH:25]=[C:24]([C:28]([F:31])([F:29])[F:30])[CH:23]=4)[CH2:20][CH2:21]3)=[N:9][N:8]=2)=[CH:5][CH:6]=1, predict the reactants needed to synthesize it. The reactants are: [N:1]1[CH:6]=[CH:5][C:4]([C:7]2[O:11][C:10]([SH:12])=[N:9][N:8]=2)=[CH:3][CH:2]=1.Cl[CH2:14][CH2:15][N:16]1[CH2:21][CH2:20][N:19]([C:22]2[CH:27]=[CH:26][CH:25]=[C:24]([C:28]([F:31])([F:30])[F:29])[CH:23]=2)[CH2:18][CH2:17]1.C([O-])([O-])=O.[K+].[K+].O. (5) The reactants are: [C:1]([O:5][C:6](=[O:29])[N:7]([CH:16]1[CH2:21][CH2:20][N:19]([CH2:22][C:23]2[CH:28]=[CH:27][CH:26]=[CH:25][CH:24]=2)[CH2:18][CH2:17]1)[CH2:8][C:9]1[CH:14]=[CH:13][C:12](Br)=[CH:11][CH:10]=1)([CH3:4])([CH3:3])[CH3:2].[CH3:30][NH:31][C:32]1[CH:37]=[CH:36][N:35]=[CH:34][CH:33]=1.CC(C)([O-])C.[Na+]. Given the product [C:1]([O:5][C:6](=[O:29])[N:7]([CH:16]1[CH2:21][CH2:20][N:19]([CH2:22][C:23]2[CH:28]=[CH:27][CH:26]=[CH:25][CH:24]=2)[CH2:18][CH2:17]1)[CH2:8][C:9]1[CH:14]=[CH:13][C:12]([N:31]([CH3:30])[C:32]2[CH:37]=[CH:36][N:35]=[CH:34][CH:33]=2)=[CH:11][CH:10]=1)([CH3:4])([CH3:3])[CH3:2], predict the reactants needed to synthesize it. (6) Given the product [Cl:14][C:15]1[CH:16]=[C:17]([CH:20]=[CH:21][C:22]=1[Cl:23])[CH2:18][NH:19][C:2]1[C:3](=[O:13])[C:4]2[C:9]([C:10](=[O:12])[CH:11]=1)=[CH:8][CH:7]=[CH:6][CH:5]=2, predict the reactants needed to synthesize it. The reactants are: Br[C:2]1[C:3](=[O:13])[C:4]2[C:9]([C:10](=[O:12])[CH:11]=1)=[CH:8][CH:7]=[CH:6][CH:5]=2.[Cl:14][C:15]1[CH:16]=[C:17]([CH:20]=[CH:21][C:22]=1[Cl:23])[CH2:18][NH2:19].